Predict the product of the given reaction. From a dataset of Forward reaction prediction with 1.9M reactions from USPTO patents (1976-2016). (1) Given the reactants Br[C:2]1[N:6]([CH3:7])[CH:5]=[N:4][CH:3]=1.CON(C)[C:11]([C:13]1[S:17][C:16]([CH3:18])=[N:15][C:14]=1[CH3:19])=[O:12], predict the reaction product. The product is: [CH3:18][C:16]1[S:17][C:13]([C:11]([C:2]2[N:6]([CH3:7])[CH:5]=[N:4][CH:3]=2)=[O:12])=[C:14]([CH3:19])[N:15]=1. (2) Given the reactants C(O)(C(F)(F)F)=O.[C:8]([C:10]1[CH:11]=[C:12]([NH:29][C:30]2[N:35]=[C:34]([O:36][C:37]3[C:46]4[C:41](=[CH:42][CH:43]=[CH:44][CH:45]=4)[C:40]([NH:47]C(=O)OC(C)(C)C)=[CH:39][CH:38]=3)[CH:33]=[CH:32][N:31]=2)[CH:13]=[C:14]([C:16](=[O:28])[NH:17][CH2:18][CH2:19][O:20][CH2:21][CH2:22][O:23][CH2:24][CH2:25][O:26][CH3:27])[CH:15]=1)#[CH:9], predict the reaction product. The product is: [NH2:47][C:40]1[C:41]2[C:46](=[CH:45][CH:44]=[CH:43][CH:42]=2)[C:37]([O:36][C:34]2[CH:33]=[CH:32][N:31]=[C:30]([NH:29][C:12]3[CH:13]=[C:14]([CH:15]=[C:10]([C:8]#[CH:9])[CH:11]=3)[C:16]([NH:17][CH2:18][CH2:19][O:20][CH2:21][CH2:22][O:23][CH2:24][CH2:25][O:26][CH3:27])=[O:28])[N:35]=2)=[CH:38][CH:39]=1. (3) Given the reactants [S:1]1[C:5]2[CH:6]=[CH:7][CH:8]=[CH:9][C:4]=2[N:3]=[C:2]1[CH2:10][O:11][C:12]1[CH:37]=[CH:36][C:15]2[N:16]([CH2:28][C:29]3[CH:34]=[CH:33][C:32](Br)=[CH:31][CH:30]=3)[C:17]([C@H:19]3[CH2:24][CH2:23][CH2:22][CH2:21][C@H:20]3[C:25]([OH:27])=[O:26])=[N:18][C:14]=2[CH:13]=1.[N:38]1[CH:43]=[C:42](B(O)O)[CH:41]=[N:40][CH:39]=1, predict the reaction product. The product is: [S:1]1[C:5]2[CH:6]=[CH:7][CH:8]=[CH:9][C:4]=2[N:3]=[C:2]1[CH2:10][O:11][C:12]1[CH:37]=[CH:36][C:15]2[N:16]([CH2:28][C:29]3[CH:34]=[CH:33][C:32]([C:42]4[CH:43]=[N:38][CH:39]=[N:40][CH:41]=4)=[CH:31][CH:30]=3)[C:17]([C@H:19]3[CH2:24][CH2:23][CH2:22][CH2:21][C@H:20]3[C:25]([OH:27])=[O:26])=[N:18][C:14]=2[CH:13]=1. (4) Given the reactants [NH:1]1[CH2:4][CH:3]([C:5]2[N:9]([CH:10]([CH3:12])[CH3:11])[N:8]=[C:7]([I:13])[CH:6]=2)[CH2:2]1.[O:14]1[CH2:17][C:16](=O)[CH2:15]1.C([BH3-])#N.[Na+], predict the reaction product. The product is: [I:13][C:7]1[CH:6]=[C:5]([CH:3]2[CH2:2][N:1]([CH:16]3[CH2:17][O:14][CH2:15]3)[CH2:4]2)[N:9]([CH:10]([CH3:11])[CH3:12])[N:8]=1. (5) Given the reactants [Cl:1][C:2]1[N:11]=[CH:10][C:9]2[C:4](=[CH:5][CH:6]=[CH:7][CH:8]=2)[N:3]=1.[CH3:12][N:13]([CH3:18])[CH2:14][CH2:15][CH2:16][NH2:17].O1[CH2:24][CH2:23][O:22][CH2:21][CH2:20]1, predict the reaction product. The product is: [ClH:1].[ClH:1].[CH3:12][N:13]([CH3:18])[CH2:14][CH2:15][CH2:16][NH:17][C:10]1[C:9]2[C:4](=[CH:5][CH:6]=[CH:7][CH:8]=2)[N:3]=[C:2]([C:21]2[O:22][C:23]3[CH:24]=[CH:4][C:9]([CH3:10])=[CH:8][C:7]=3[CH:20]=2)[N:11]=1. (6) The product is: [C:22]1([CH3:29])[CH:23]=[C:24]([CH3:28])[CH:25]=[C:26]([CH3:27])[C:21]=1[N:19]1[CH:20]=[C:16]([CH2:15][NH:14][C:12](=[O:13])[C@@H:11]([NH:10][C:9]([C@H:8]2[O:7][C@@H:6]2[C:4]([OH:5])=[O:3])=[O:36])[CH2:30][C:31]2[N:32]=[CH:33][S:34][CH:35]=2)[N:17]=[N:18]1. Given the reactants C([O:3][C:4]([C@@H:6]1[C@@H:8]([C:9](=[O:36])[NH:10][C@@H:11]([CH2:30][C:31]2[N:32]=[CH:33][S:34][CH:35]=2)[C:12]([NH:14][CH2:15][C:16]2[N:17]=[N:18][N:19]([C:21]3[C:26]([CH3:27])=[CH:25][C:24]([CH3:28])=[CH:23][C:22]=3[CH3:29])[CH:20]=2)=[O:13])[O:7]1)=[O:5])C.[Li+].[OH-], predict the reaction product. (7) Given the reactants [O:1]=[C:2]1[N:7]([C:8]2[CH:13]=[CH:12][CH:11]=[C:10]([C:14]([F:17])([F:16])[F:15])[CH:9]=2)[C:6]2[CH2:18][CH2:19][C:20](=[O:21])[C:5]=2[C@@H:4]([C:22]2[CH:29]=[CH:28][C:25]([C:26]#[N:27])=[CH:24][C:23]=2[S:30]([CH3:33])(=[O:32])=[O:31])[NH:3]1.[CH:34]([N-]C(C)C)(C)C.[Li+].CI, predict the reaction product. The product is: [CH3:34][N:3]1[C@H:4]([C:22]2[CH:29]=[CH:28][C:25]([C:26]#[N:27])=[CH:24][C:23]=2[S:30]([CH3:33])(=[O:31])=[O:32])[C:5]2[C:20](=[O:21])[CH2:19][CH2:18][C:6]=2[N:7]([C:8]2[CH:13]=[CH:12][CH:11]=[C:10]([C:14]([F:17])([F:15])[F:16])[CH:9]=2)[C:2]1=[O:1]. (8) Given the reactants ClC1N=C(C2SC(C(C)C)=NC=2C2C=C(NS(C3C(F)=CC=CC=3F)(=O)=O)C=CC=2)C=CN=1.[Cl:34][C:35]1[C:40]([C:41]2[N:42]=[C:43]([N:53]3[CH2:58][CH2:57][O:56][CH2:55][CH2:54]3)[S:44][C:45]=2[C:46]2[CH:51]=[CH:50][N:49]=[C:48]([Cl:52])[N:47]=2)=[CH:39][CH:38]=[CH:37][C:36]=1[NH2:59].[O:60]1[CH:64]=[CH:63][CH:62]=[C:61]1[S:65](Cl)(=[O:67])=[O:66], predict the reaction product. The product is: [Cl:34][C:35]1[C:40]([C:41]2[N:42]=[C:43]([N:53]3[CH2:58][CH2:57][O:56][CH2:55][CH2:54]3)[S:44][C:45]=2[C:46]2[CH:51]=[CH:50][N:49]=[C:48]([Cl:52])[N:47]=2)=[CH:39][CH:38]=[CH:37][C:36]=1[NH:59][S:65]([C:61]1[O:60][CH:64]=[CH:63][CH:62]=1)(=[O:67])=[O:66]. (9) The product is: [C:12]([O:16][CH2:1][C:2]1[C:7]([CH3:8])=[C:6]([O:9][CH2:10][CH2:11][C:12]2([CH2:17][CH2:18][CH3:19])[O:16][CH2:15][CH2:14][O:13]2)[CH:5]=[CH:4][N:3]=1)(=[O:13])[CH3:11]. Given the reactants [CH3:1][C:2]1[C:7]([CH3:8])=[C:6]([O:9][CH2:10][CH2:11][C:12]2([CH2:17][CH2:18][CH3:19])[O:16][CH2:15][CH2:14][O:13]2)[CH:5]=[CH:4][N+:3]=1[O-], predict the reaction product. (10) Given the reactants N[C:2]1[CH:3]=[CH:4][C:5]([O:24][C:25]2[CH:30]=[C:29]([CH3:31])[CH:28]=[C:27]([CH3:32])[CH:26]=2)=[C:6]([S:8]([N:11]2[CH2:16][CH2:15][N:14]([C:17]([O:19][C:20]([CH3:23])([CH3:22])[CH3:21])=[O:18])[CH2:13][CH2:12]2)(=[O:10])=[O:9])[CH:7]=1.F[B-](F)(F)F.N#[O+:39], predict the reaction product. The product is: [CH3:31][C:29]1[CH:30]=[C:25]([CH:26]=[C:27]([CH3:32])[CH:28]=1)[O:24][C:5]1[CH:4]=[CH:3][C:2]([OH:39])=[CH:7][C:6]=1[S:8]([N:11]1[CH2:16][CH2:15][N:14]([C:17]([O:19][C:20]([CH3:23])([CH3:21])[CH3:22])=[O:18])[CH2:13][CH2:12]1)(=[O:9])=[O:10].